Dataset: Catalyst prediction with 721,799 reactions and 888 catalyst types from USPTO. Task: Predict which catalyst facilitates the given reaction. (1) Reactant: [C:1]1([C:19]2[CH:24]=[CH:23][CH:22]=[CH:21][CH:20]=2)[CH:6]=[CH:5][C:4]([C:7]2[CH:8]=[N:9][N:10]([C:12]3[CH:13]=[C:14]([OH:18])[CH:15]=[CH:16][CH:17]=3)[CH:11]=2)=[CH:3][CH:2]=1.Br[C:26]1[CH:38]=[CH:37][C:36]2[C:35]3[C:30](=[CH:31][CH:32]=[CH:33][CH:34]=3)[N:29]([C:39]3[CH:44]=[C:43]([C:45]([CH3:48])([CH3:47])[CH3:46])[CH:42]=[CH:41][N:40]=3)[C:28]=2[CH:27]=1.N1C=CC=CC=1C(O)=O.[O-]P([O-])([O-])=O.[K+].[K+].[K+]. Product: [C:1]1([C:19]2[CH:20]=[CH:21][CH:22]=[CH:23][CH:24]=2)[CH:6]=[CH:5][C:4]([C:7]2[CH:8]=[N:9][N:10]([C:12]3[CH:13]=[C:14]([CH:15]=[CH:16][CH:17]=3)[O:18][C:26]3[CH:38]=[CH:37][C:36]4[C:35]5[C:30](=[CH:31][CH:32]=[CH:33][CH:34]=5)[N:29]([C:39]5[CH:44]=[C:43]([C:45]([CH3:48])([CH3:47])[CH3:46])[CH:42]=[CH:41][N:40]=5)[C:28]=4[CH:27]=3)[CH:11]=2)=[CH:3][CH:2]=1. The catalyst class is: 205. (2) Reactant: C[O:2][C:3](=[O:18])[C:4]1[CH:9]=[CH:8][C:7]([O:10][CH3:11])=[C:6]([O:12][CH2:13][CH2:14][CH2:15][O:16][CH3:17])[CH:5]=1.[OH-].[Na+]. Product: [CH3:11][O:10][C:7]1[CH:8]=[CH:9][C:4]([C:3]([OH:18])=[O:2])=[CH:5][C:6]=1[O:12][CH2:13][CH2:14][CH2:15][O:16][CH3:17]. The catalyst class is: 5. (3) The catalyst class is: 93. Product: [N:15]1[CH:16]=[CH:17][C:12]([C:3]2[O:4][C:5]3([CH2:11][CH2:10][CH2:9][CH2:8]3)[C:6](=[O:7])[C:2]=2[C:26]2[CH:27]=[CH:28][C:29]([O:30][CH2:31][C:32]3[CH:41]=[CH:40][C:39]4[C:34](=[CH:35][CH:36]=[CH:37][CH:38]=4)[N:33]=3)=[CH:42][CH:43]=2)=[CH:13][CH:14]=1. Reactant: Br[C:2]1[C:6](=[O:7])[C:5]2([CH2:11][CH2:10][CH2:9][CH2:8]2)[O:4][C:3]=1[C:12]1[CH:17]=[CH:16][N:15]=[CH:14][CH:13]=1.CC1(C)C(C)(C)OB([C:26]2[CH:43]=[CH:42][C:29]([O:30][CH2:31][C:32]3[CH:41]=[CH:40][C:39]4[C:34](=[CH:35][CH:36]=[CH:37][CH:38]=4)[N:33]=3)=[CH:28][CH:27]=2)O1.C([O-])([O-])=O.[Cs+].[Cs+].